Dataset: Reaction yield outcomes from USPTO patents with 853,638 reactions. Task: Predict the reaction yield, written as a fraction of the theoretical maximum amount of product (1.0 means a 100% yield; for example, 0.34 means a 34% yield). The reactants are C[O:2][C:3](=O)[CH2:4][C:5]1[CH:41]=[CH:40][CH:39]=[CH:38][C:6]=1[CH2:7][CH2:8][C:9]1[C:14]([C:15]([F:18])([F:17])[F:16])=[CH:13][N:12]=[C:11]([NH:19][C:20]2[CH:25]=[CH:24][C:23]([CH:26]3[CH2:30][CH2:29][N:28](C(OC(C)(C)C)=O)[CH2:27]3)=[CH:22][CH:21]=2)[N:10]=1.COC(=O)CC1C=CC=CC=1C#CC1C(C(F)(F)F)=CN=C(NC2C=CC(C3CCN(C(OC(C)(C)C)=O)C3)=CC=2)[N:56]=1. The catalyst is CCO.CN(C=O)C.CN(C=O)C.CCO.[Pd]. The product is [NH:28]1[CH2:29][CH2:30][CH:26]([C:23]2[CH:22]=[CH:21][C:20]([NH:19][C:11]3[N:10]=[C:9]([CH2:8][CH2:7][C:6]4[CH:38]=[CH:39][CH:40]=[CH:41][C:5]=4[CH2:4][C:3]([NH2:56])=[O:2])[C:14]([C:15]([F:17])([F:18])[F:16])=[CH:13][N:12]=3)=[CH:25][CH:24]=2)[CH2:27]1. The yield is 0.240.